Dataset: Peptide-MHC class I binding affinity with 185,985 pairs from IEDB/IMGT. Task: Regression. Given a peptide amino acid sequence and an MHC pseudo amino acid sequence, predict their binding affinity value. This is MHC class I binding data. (1) The peptide sequence is VEKDVWEQWW. The MHC is Mamu-B17 with pseudo-sequence Mamu-B17. The binding affinity (normalized) is 0.0226. (2) The peptide sequence is YTAVVKLVY. The MHC is HLA-B58:01 with pseudo-sequence HLA-B58:01. The binding affinity (normalized) is 0.878. (3) The peptide sequence is ARADGILRF. The MHC is HLA-B15:01 with pseudo-sequence HLA-B15:01. The binding affinity (normalized) is 0.0847. (4) The peptide sequence is KALGPGATL. The MHC is HLA-B58:02 with pseudo-sequence HLA-B58:02. The binding affinity (normalized) is 0.222. (5) The peptide sequence is IFEDQLLP. The MHC is H-2-Db with pseudo-sequence H-2-Db. The binding affinity (normalized) is 0. (6) The peptide sequence is QYTMRHVLEPF. The MHC is Mamu-B52 with pseudo-sequence Mamu-B52. The binding affinity (normalized) is 0.414. (7) The peptide sequence is LLLLISLVY. The MHC is HLA-B15:01 with pseudo-sequence HLA-B15:01. The binding affinity (normalized) is 0.0847. (8) The peptide sequence is TSTLQEQIGW. The MHC is HLA-B18:01 with pseudo-sequence HLA-B18:01. The binding affinity (normalized) is 0.